Dataset: Aqueous solubility values for 9,982 compounds from the AqSolDB database. Task: Regression/Classification. Given a drug SMILES string, predict its absorption, distribution, metabolism, or excretion properties. Task type varies by dataset: regression for continuous measurements (e.g., permeability, clearance, half-life) or binary classification for categorical outcomes (e.g., BBB penetration, CYP inhibition). For this dataset (solubility_aqsoldb), we predict Y. (1) The molecule is O=NC1=C(NO)CCCCC1. The Y is -1.42 log mol/L. (2) The molecule is Nc1cc([N+](=O)[O-])cc([N+](=O)[O-])c1O. The Y is -2.49 log mol/L. (3) The compound is CCCCC(C(=O)OCC)C(=O)OCC. The Y is -2.82 log mol/L. (4) The drug is O=C1CSC(=S)N1. The Y is -1.77 log mol/L. (5) The Y is -3.38 log mol/L. The drug is O=C1CN(N=Cc2ccc([N+](=O)[O-])o2)C(=O)N1. (6) The drug is CC(=O)Nc1ccc(F)cc1. The Y is -1.78 log mol/L.